Predict the reaction yield, written as a fraction of the theoretical maximum amount of product (1.0 means a 100% yield; for example, 0.34 means a 34% yield). From a dataset of Reaction yield outcomes from USPTO patents with 853,638 reactions. (1) The reactants are [Br:1][C:2]1[CH:3]=[C:4]([CH2:7][CH2:8][NH2:9])[S:5][CH:6]=1.[CH3:10][CH:11](C)[CH:12]=O.[BH4-].[Na+].CCOC(C)=O. The catalyst is C(Cl)Cl.CO.C(O)(=O)C.[Cl-].[Na+].O. The product is [Br:1][C:2]1[CH:3]=[C:4]([CH2:7][CH2:8][NH:9][CH:11]([CH3:12])[CH3:10])[S:5][CH:6]=1. The yield is 0.640. (2) The catalyst is O1CCOCC1.[OH-].[Na+]. The product is [CH2:1]([S:3]([NH:7][CH2:8][CH2:9][CH2:10][CH2:11][CH2:12][C:13]([OH:15])=[O:14])(=[O:5])=[O:4])[CH3:2]. The yield is 0.400. The reactants are [CH2:1]([S:3](Cl)(=[O:5])=[O:4])[CH3:2].[NH2:7][CH2:8][CH2:9][CH2:10][CH2:11][CH2:12][C:13]([OH:15])=[O:14].Cl.C(OCC)(=O)C. (3) The reactants are C[O:2][C:3](=[O:33])[C:4]1[CH:9]=[CH:8][C:7]([CH2:10][N:11]2[CH:15]=[C:14]([C:16]3[CH:21]=[CH:20][C:19]([Cl:22])=[CH:18][C:17]=3[Cl:23])[N:13]=[C:12]2/[CH:24]=[CH:25]/[C:26]2[CH:31]=[CH:30][C:29](Br)=[CH:28][CH:27]=2)=[CH:6][CH:5]=1.[F:34][C:35]1[C:40](B(O)O)=[C:39]([O:44][CH3:45])[CH:38]=[CH:37][CH:36]=1. No catalyst specified. The product is [Cl:23][C:17]1[CH:18]=[C:19]([Cl:22])[CH:20]=[CH:21][C:16]=1[C:14]1[N:13]=[C:12](/[CH:24]=[CH:25]/[C:26]2[CH:27]=[CH:28][C:29]([C:40]3[C:35]([F:34])=[CH:36][CH:37]=[CH:38][C:39]=3[O:44][CH3:45])=[CH:30][CH:31]=2)[N:11]([CH2:10][C:7]2[CH:6]=[CH:5][C:4]([C:3]([OH:2])=[O:33])=[CH:9][CH:8]=2)[CH:15]=1. The yield is 0.620.